This data is from Catalyst prediction with 721,799 reactions and 888 catalyst types from USPTO. The task is: Predict which catalyst facilitates the given reaction. (1) Reactant: [C:12]([O:11][C:9](O[C:9]([O:11][C:12]([CH3:15])([CH3:14])[CH3:13])=[O:10])=[O:10])([CH3:15])([CH3:14])[CH3:13].[Br:16][C:17]1[C:25]2[C:20](=[N:21][CH:22]=[C:23]([C:26]3[C:35]4[C:30](=[CH:31][CH:32]=[CH:33][CH:34]=4)[CH:29]=[C:28]([NH:36][C:37](=[O:43])[O:38][C:39]([CH3:42])([CH3:41])[CH3:40])[N:27]=3)[CH:24]=2)[NH:19][CH:18]=1. Product: [Br:16][C:17]1[C:25]2[C:20](=[N:21][CH:22]=[C:23]([C:26]3[C:35]4[C:30](=[CH:31][CH:32]=[CH:33][CH:34]=4)[CH:29]=[C:28]([NH:36][C:37]([O:38][C:39]([CH3:42])([CH3:41])[CH3:40])=[O:43])[N:27]=3)[CH:24]=2)[N:19]([C:9]([O:11][C:12]([CH3:13])([CH3:14])[CH3:15])=[O:10])[CH:18]=1. The catalyst class is: 367. (2) Reactant: [Cl:1][C:2]1[C:7]([F:8])=[CH:6][CH:5]=[C:4]([Cl:9])[C:3]=1[CH:10]([O:12][C:13]1[C:14]([NH:38]C(OC(C)(C)C)=O)=[N:15][CH:16]=[C:17]([C:19]2[CH:20]=[N:21][N:22]([CH:24]3[CH2:29][CH2:28][N:27](NC(OC(C)(C)C)=O)[CH2:26][CH2:25]3)[CH:23]=2)[CH:18]=1)[CH3:11].Cl.C(O)C. Product: [CH3:11][C@@H:10]([O:12][C:13]1[CH:18]=[C:17]([C:19]2[CH:20]=[N:21][N:22]([CH:24]3[CH2:29][CH2:28][NH:27][CH2:26][CH2:25]3)[CH:23]=2)[CH:16]=[N:15][C:14]=1[NH2:38])[C:3]1[C:4]([Cl:9])=[CH:5][CH:6]=[C:7]([F:8])[C:2]=1[Cl:1]. The catalyst class is: 4. (3) Reactant: C(OC([N:8]1[CH2:12][C@H:11]([O:13][C:14]2[CH:19]=[CH:18][CH:17]=[C:16]([CH:20]([CH3:22])[CH3:21])[CH:15]=2)[C@H:10]([CH2:23][N:24]([CH2:32][C:33]2[CH:38]=[CH:37][CH:36]=[CH:35][CH:34]=2)[C:25]2[CH:30]=[CH:29][C:28]([Cl:31])=[CH:27][CH:26]=2)[CH2:9]1)=O)(C)(C)C. Product: [CH2:32]([N:24]([C:25]1[CH:30]=[CH:29][C:28]([Cl:31])=[CH:27][CH:26]=1)[CH2:23][C@@H:10]1[C@@H:11]([O:13][C:14]2[CH:19]=[CH:18][CH:17]=[C:16]([CH:20]([CH3:22])[CH3:21])[CH:15]=2)[CH2:12][NH:8][CH2:9]1)[C:33]1[CH:34]=[CH:35][CH:36]=[CH:37][CH:38]=1. The catalyst class is: 393. (4) Reactant: [O:1]=[C:2]1[C:6]2([CH2:11][CH2:10][NH:9][CH2:8][CH2:7]2)[N:5]=[C:4]([CH2:12][N:13]2[C:17](=[O:18])[CH2:16][CH2:15][C:14]2=[O:19])[NH:3]1.[NH2:20][C:21]1[S:25][C:24]2[CH:26]=[CH:27][CH:28]=[CH:29][C:23]=2[C:22]=1[C:30](O)=[O:31].C(Cl)CCl.C1C=CC2N(O)N=NC=2C=1.CCN(CC)CC. Product: [NH2:20][C:21]1[S:25][C:24]2[CH:26]=[CH:27][CH:28]=[CH:29][C:23]=2[C:22]=1[C:30]([N:9]1[CH2:8][CH2:7][C:6]2([N:5]=[C:4]([CH2:12][N:13]3[C:14](=[O:19])[CH2:15][CH2:16][C:17]3=[O:18])[NH:3][C:2]2=[O:1])[CH2:11][CH2:10]1)=[O:31]. The catalyst class is: 3. (5) Reactant: [CH2:1]([O:8][C:9]1[CH:17]=[CH:16][C:12]([C:13]([OH:15])=[O:14])=[C:11]([Cl:18])[CH:10]=1)[C:2]1[CH:7]=[CH:6][CH:5]=[CH:4][CH:3]=1.[CH2:19]([C:24]1[CH:29]=[CH:28][C:27]([O:30][C:31](=[O:39])[C:32]2[CH:37]=[CH:36][C:35](O)=[CH:34][CH:33]=2)=[CH:26][CH:25]=1)[CH2:20][CH2:21][CH2:22][CH3:23].C1(N=C=NC2CCCCC2)CCCCC1. Product: [CH2:19]([C:24]1[CH:29]=[CH:28][C:27]([O:30][C:31]([C:32]2[CH:37]=[CH:36][C:35]([O:14][C:13](=[O:15])[C:12]3[CH:16]=[CH:17][C:9]([O:8][CH2:1][C:2]4[CH:3]=[CH:4][CH:5]=[CH:6][CH:7]=4)=[CH:10][C:11]=3[Cl:18])=[CH:34][CH:33]=2)=[O:39])=[CH:26][CH:25]=1)[CH2:20][CH2:21][CH2:22][CH3:23]. The catalyst class is: 172. (6) Reactant: [CH3:1][C:2]1[CH:6]=[C:5]([NH:7][C:8]2[N:9]=[C:10]([NH:17][C@@H:18]3[CH2:22][CH2:21][N:20](C(OC(C)(C)C)=O)[CH2:19]3)[C:11]3[S:16][CH:15]=[CH:14][C:12]=3[N:13]=2)[S:4][N:3]=1.CO.Cl.O1CCOCC1. Product: [CH3:1][C:2]1[CH:6]=[C:5]([NH:7][C:8]2[N:9]=[C:10]([NH:17][C@@H:18]3[CH2:22][CH2:21][NH:20][CH2:19]3)[C:11]3[S:16][CH:15]=[CH:14][C:12]=3[N:13]=2)[S:4][N:3]=1. The catalyst class is: 4. (7) Reactant: [NH2:1][C:2]12[CH2:9][CH2:8][C:5]([CH2:10][NH:11][C:12]3[N:17]=[C:16]([N:18]4[C:22]5[CH:23]=[CH:24][CH:25]=[CH:26][C:21]=5[N:20]=[C:19]4[CH:27]([F:29])[F:28])[CH:15]=[C:14]([N:30]4[CH2:35][CH2:34][O:33][CH2:32][CH2:31]4)[N:13]=3)([CH2:6][CH2:7]1)[CH2:4][CH2:3]2.C(N(CC)C(C)C)(C)C.[CH3:45][C:46]1([CH3:49])[CH2:48][O:47]1. Product: [F:29][CH:27]([F:28])[C:19]1[N:18]([C:16]2[CH:15]=[C:14]([N:30]3[CH2:35][CH2:34][O:33][CH2:32][CH2:31]3)[N:13]=[C:12]([NH:11][CH2:10][C:5]34[CH2:6][CH2:7][C:2]([NH:1][CH2:45][C:46]([CH3:49])([OH:47])[CH3:48])([CH2:9][CH2:8]3)[CH2:3][CH2:4]4)[N:17]=2)[C:22]2[CH:23]=[CH:24][CH:25]=[CH:26][C:21]=2[N:20]=1. The catalyst class is: 8. (8) Reactant: [F:1][C:2]([F:27])([F:26])[C:3]1[CH:4]=[CH:5][C:6]([O:9][C:10]2[CH:15]=[CH:14][C:13]([O:16][C:17]([N:19]3[CH2:24][CH2:23][CH:22]([OH:25])[CH2:21][CH2:20]3)=[O:18])=[CH:12][CH:11]=2)=[N:7][CH:8]=1.[C:28]1([S:34][C:35]2[N:36](O)[CH:37]=[CH:38][N:39]=2)[CH:33]=[CH:32][CH:31]=[CH:30][CH:29]=1.C(OCC)(=O)C.CCCCCCC.Cl. Product: [F:27][C:2]([F:1])([F:26])[C:3]1[CH:4]=[CH:5][C:6]([O:9][C:10]2[CH:11]=[CH:12][C:13]([O:16][C:17]([N:19]3[CH2:20][CH2:21][CH:22]([O:25][N:36]4[CH:37]=[CH:38][N:39]=[C:35]4[S:34][C:28]4[CH:33]=[CH:32][CH:31]=[CH:30][CH:29]=4)[CH2:23][CH2:24]3)=[O:18])=[CH:14][CH:15]=2)=[N:7][CH:8]=1. The catalyst class is: 28.